This data is from Forward reaction prediction with 1.9M reactions from USPTO patents (1976-2016). The task is: Predict the product of the given reaction. Given the reactants [CH3:1][C:2]([NH2:19])([CH3:18])[CH2:3][NH:4][C:5]1[C:14]2[C:9](=[CH:10][CH:11]=[CH:12][CH:13]=2)[N:8]=[CH:7][C:6]=1[N+:15]([O-:17])=[O:16].[OH-].[Na+].[C:22](O[C:22]([O:24][C:25]([CH3:28])([CH3:27])[CH3:26])=[O:23])([O:24][C:25]([CH3:28])([CH3:27])[CH3:26])=[O:23].C(OCC)(=O)C, predict the reaction product. The product is: [CH3:18][C:2]([NH:19][C:22](=[O:23])[O:24][C:25]([CH3:28])([CH3:27])[CH3:26])([CH3:1])[CH2:3][NH:4][C:5]1[C:14]2[C:9](=[CH:10][CH:11]=[CH:12][CH:13]=2)[N:8]=[CH:7][C:6]=1[N+:15]([O-:17])=[O:16].